From a dataset of Full USPTO retrosynthesis dataset with 1.9M reactions from patents (1976-2016). Predict the reactants needed to synthesize the given product. (1) Given the product [O:30]=[C:23]([C:24]1[CH:29]=[CH:28][CH:27]=[CH:26][CH:25]=1)[CH:7]([C:3]1[CH:2]=[N:1][CH:6]=[CH:5][CH:4]=1)[C:8]([O:10][CH2:11][CH3:12])=[O:9], predict the reactants needed to synthesize it. The reactants are: [N:1]1[CH:6]=[CH:5][CH:4]=[C:3]([CH2:7][C:8]([O:10][CH2:11][CH3:12])=[O:9])[CH:2]=1.[Li+].C[Si]([N-][Si](C)(C)C)(C)C.[C:23](Cl)(=[O:30])[C:24]1[CH:29]=[CH:28][CH:27]=[CH:26][CH:25]=1.CC(O)=O. (2) The reactants are: [CH3:1][C:2]([CH3:9])([CH2:7][OH:8])[C:3]([O:5][CH3:6])=[O:4].N1C=CN=C1.Cl[Si:16]([CH:23]([CH3:25])[CH3:24])([CH:20]([CH3:22])[CH3:21])[CH:17]([CH3:19])[CH3:18]. Given the product [CH3:6][O:5][C:3](=[O:4])[C:2]([CH3:9])([CH3:1])[CH2:7][O:8][Si:16]([CH:23]([CH3:25])[CH3:24])([CH:20]([CH3:22])[CH3:21])[CH:17]([CH3:19])[CH3:18], predict the reactants needed to synthesize it. (3) Given the product [Br:1][C:2]1[CH:10]=[C:9]2[C:5]([C:6]([CH2:11][O:12][CH3:13])=[CH:7][N:8]2[S:24]([C:21]2[CH:22]=[CH:23][C:18]([O:17][CH3:16])=[C:19]([N:28]3[CH2:29][CH2:30][N:31]([C:34](=[O:39])[C:35]([F:38])([F:36])[F:37])[CH2:32][CH2:33]3)[CH:20]=2)(=[O:25])=[O:26])=[CH:4][CH:3]=1, predict the reactants needed to synthesize it. The reactants are: [Br:1][C:2]1[CH:10]=[C:9]2[C:5]([C:6]([CH2:11][O:12][CH3:13])=[CH:7][NH:8]2)=[CH:4][CH:3]=1.[H-].[Na+].[CH3:16][O:17][C:18]1[CH:23]=[CH:22][C:21]([S:24](Cl)(=[O:26])=[O:25])=[CH:20][C:19]=1[N:28]1[CH2:33][CH2:32][N:31]([C:34](=[O:39])[C:35]([F:38])([F:37])[F:36])[CH2:30][CH2:29]1. (4) Given the product [Cl:12][C:7]1[CH:6]=[C:5]2[C:10]([N:11]=[C:2]([N:20]3[CH2:21][CH2:22][N:17]([CH3:16])[CH2:18][CH2:19]3)[C:3]3[N:4]2[CH:13]=[CH:14][CH:15]=3)=[CH:9][CH:8]=1, predict the reactants needed to synthesize it. The reactants are: Cl[C:2]1[C:3]2[N:4]([CH:13]=[CH:14][CH:15]=2)[C:5]2[C:10]([N:11]=1)=[CH:9][CH:8]=[C:7]([Cl:12])[CH:6]=2.[CH3:16][N:17]1[CH2:22][CH2:21][NH:20][CH2:19][CH2:18]1.C1COCC1. (5) Given the product [N:33]1[C:32]2[CH2:6][O:7][CH2:8][C:31]=2[CH:36]=[N:35][C:34]=1[NH2:37], predict the reactants needed to synthesize it. The reactants are: C([Sn](CCCC)(CCCC)[CH2:6][O:7][CH2:8][Sn](CCCC)(CCCC)CCCC)CCC.Br[C:31]1[C:32](Cl)=[N:33][C:34]([NH2:37])=[N:35][CH:36]=1.CC(C1C=C(C(C)C)C(C2C=CC=CC=2P(C2CCCCC2)C2CCCCC2)=C(C(C)C)C=1)C. (6) Given the product [C:1]([NH:5][S:6]([C:9]1[CH:14]=[CH:13][CH:12]=[C:11]([C:15]2[N:23]3[C:18]([CH:19]=[N:20][C:21]([NH:25][C:26]4[CH:27]=[CH:28][C:29]([CH:32]5[C:33](=[O:40])[N:34]([CH3:39])[CH2:35][CH2:36][N:37]5[CH3:38])=[CH:30][CH:31]=4)=[N:22]3)=[CH:17][CH:16]=2)[CH:10]=1)(=[O:7])=[O:8])([CH3:3])([CH3:2])[CH3:4], predict the reactants needed to synthesize it. The reactants are: [C:1]([NH:5][S:6]([C:9]1[CH:14]=[CH:13][CH:12]=[C:11]([C:15]2[N:23]3[C:18]([CH:19]=[N:20][C:21](O)=[N:22]3)=[CH:17][CH:16]=2)[CH:10]=1)(=[O:8])=[O:7])([CH3:4])([CH3:3])[CH3:2].[NH2:25][C:26]1[CH:31]=[CH:30][C:29]([CH:32]2[N:37]([CH3:38])[CH2:36][CH2:35][N:34]([CH3:39])[C:33]2=[O:40])=[CH:28][CH:27]=1. (7) Given the product [Br:1][C:2]1[C:3]([F:22])=[CH:4][C:5]2[CH:11]3[CH2:10][CH:9]([CH2:12]3)[N:8]3[C:13]([CH2:19][N:26]([CH:23]([CH3:25])[CH3:24])[CH3:27])=[C:14]([C:16]([NH2:18])=[O:17])[N:15]=[C:7]3[C:6]=2[CH:21]=1, predict the reactants needed to synthesize it. The reactants are: [Br:1][C:2]1[C:3]([F:22])=[CH:4][C:5]2[CH:11]3[CH2:12][CH:9]([CH2:10]3)[N:8]3[C:13]([CH:19]=O)=[C:14]([C:16]([NH2:18])=[O:17])[N:15]=[C:7]3[C:6]=2[CH:21]=1.[CH:23]([NH:26][CH3:27])([CH3:25])[CH3:24].